This data is from NCI-60 drug combinations with 297,098 pairs across 59 cell lines. The task is: Regression. Given two drug SMILES strings and cell line genomic features, predict the synergy score measuring deviation from expected non-interaction effect. (1) Drug 1: CN1CCC(CC1)COC2=C(C=C3C(=C2)N=CN=C3NC4=C(C=C(C=C4)Br)F)OC. Drug 2: CC1=C(C=C(C=C1)NC2=NC=CC(=N2)N(C)C3=CC4=NN(C(=C4C=C3)C)C)S(=O)(=O)N.Cl. Cell line: SF-539. Synergy scores: CSS=20.9, Synergy_ZIP=-1.20, Synergy_Bliss=9.17, Synergy_Loewe=10.7, Synergy_HSA=11.6. (2) Drug 1: CN(CC1=CN=C2C(=N1)C(=NC(=N2)N)N)C3=CC=C(C=C3)C(=O)NC(CCC(=O)O)C(=O)O. Drug 2: CCC1(CC2CC(C3=C(CCN(C2)C1)C4=CC=CC=C4N3)(C5=C(C=C6C(=C5)C78CCN9C7C(C=CC9)(C(C(C8N6C=O)(C(=O)OC)O)OC(=O)C)CC)OC)C(=O)OC)O.OS(=O)(=O)O. Cell line: NCIH23. Synergy scores: CSS=25.6, Synergy_ZIP=-9.34, Synergy_Bliss=-5.59, Synergy_Loewe=-6.15, Synergy_HSA=-3.20.